Predict the reaction yield, written as a fraction of the theoretical maximum amount of product (1.0 means a 100% yield; for example, 0.34 means a 34% yield). From a dataset of Reaction yield outcomes from USPTO patents with 853,638 reactions. (1) The reactants are C(=O)([O-])[O-].[K+].[K+].[C:7]([O:11][C:12]([N:14]1[CH2:18][CH2:17][CH2:16][CH:15]1[C:19]1[NH:23][C:22]2[CH:24]=[C:25]([C:28]#[C:29][Si](C)(C)C)[CH:26]=[CH:27][C:21]=2[N:20]=1)=[O:13])([CH3:10])([CH3:9])[CH3:8]. The catalyst is CO. The product is [C:7]([O:11][C:12]([N:14]1[CH2:18][CH2:17][CH2:16][CH:15]1[C:19]1[NH:23][C:22]2[CH:24]=[C:25]([C:28]#[CH:29])[CH:26]=[CH:27][C:21]=2[N:20]=1)=[O:13])([CH3:10])([CH3:9])[CH3:8]. The yield is 0.750. (2) The reactants are [C:1]1([S:7]([C:10]2[CH:15]=[CH:14][C:13]([OH:16])=[C:12]([N+:17]([O-])=O)[CH:11]=2)(=[O:9])=[O:8])[CH:6]=[CH:5][CH:4]=[CH:3][CH:2]=1.O. The catalyst is [Pd].CCO. The product is [NH2:17][C:12]1[CH:11]=[C:10]([S:7]([C:1]2[CH:6]=[CH:5][CH:4]=[CH:3][CH:2]=2)(=[O:9])=[O:8])[CH:15]=[CH:14][C:13]=1[OH:16]. The yield is 0.390.